Task: Predict the product of the given reaction.. Dataset: Forward reaction prediction with 1.9M reactions from USPTO patents (1976-2016) (1) Given the reactants Cl.[Cl:2][C:3]1[C:12]2[C:7](=[CH:8][C:9]([O:27][CH3:28])=[C:10]([O:13][C@@H:14]3[CH2:19][CH2:18][CH2:17][N:16](C(OC(C)(C)C)=O)[CH2:15]3)[CH:11]=2)[N:6]=[CH:5][N:4]=1.[Cl:29][C:30]1[C:31]([F:37])=[C:32]([CH:34]=[CH:35][CH:36]=1)[NH2:33], predict the reaction product. The product is: [ClH:2].[Cl:29][C:30]1[C:31]([F:37])=[C:32]([CH:34]=[CH:35][CH:36]=1)[NH:33][C:3]1[C:12]2[C:7](=[CH:8][C:9]([O:27][CH3:28])=[C:10]([O:13][C@@H:14]3[CH2:19][CH2:18][CH2:17][NH:16][CH2:15]3)[CH:11]=2)[N:6]=[CH:5][N:4]=1. (2) Given the reactants O.C1(C)C=CC(S(O)(=O)=O)=CC=1.[C:13]([O:17][C:18]([C@@:20]1([NH:33]C(OC(C)(C)C)=O)[CH2:22][C@@:21]1([CH2:29][N:30]=[N+:31]=[N-:32])[C:23]1[CH:28]=[CH:27][CH:26]=[CH:25][CH:24]=1)=[O:19])([CH3:16])([CH3:15])[CH3:14].C(OC([C@@]1(NC(OC(C)(C)C)=O)C[C@]1(CO)C1C=CC=CC=1)=O)(C)(C)C.O, predict the reaction product. The product is: [C:13]([O:17][C:18]([C@@:20]1([NH2:33])[CH2:22][C@@:21]1([CH2:29][N:30]=[N+:31]=[N-:32])[C:23]1[CH:28]=[CH:27][CH:26]=[CH:25][CH:24]=1)=[O:19])([CH3:16])([CH3:14])[CH3:15]. (3) Given the reactants [CH3:1][O:2][C:3](=[O:22])[C:4](=O)[CH:5]([C:7]1[CH:12]=[CH:11][CH:10]=[C:9]([O:13][CH2:14][C:15]2[CH:20]=[CH:19][CH:18]=[CH:17][CH:16]=2)[CH:8]=1)Cl.[C:23]([NH2:26])(=[S:25])[CH3:24], predict the reaction product. The product is: [CH3:1][O:2][C:3]([C:4]1[N:26]=[C:23]([CH3:24])[S:25][C:5]=1[C:7]1[CH:12]=[CH:11][CH:10]=[C:9]([O:13][CH2:14][C:15]2[CH:20]=[CH:19][CH:18]=[CH:17][CH:16]=2)[CH:8]=1)=[O:22]. (4) Given the reactants [CH3:1][N:2]1[CH:7]=[C:6](B2OC(C)(C)C(C)(C)O2)[C:5]2[CH:17]=[CH:18][N:19]([S:20]([C:23]3[CH:28]=[CH:27][C:26]([CH3:29])=[CH:25][CH:24]=3)(=[O:22])=[O:21])[C:4]=2[C:3]1=[O:30].Br[C:32]1[C:33]([O:47][C:48]2[CH:53]=[CH:52][C:51]([F:54])=[CH:50][C:49]=2[F:55])=[CH:34][C:35]2[N:39]=[N:38][N:37]([CH:40]3[CH2:45][CH2:44][CH2:43][CH2:42][O:41]3)[C:36]=2[CH:46]=1.[F-].[Cs+], predict the reaction product. The product is: [F:55][C:49]1[CH:50]=[C:51]([F:54])[CH:52]=[CH:53][C:48]=1[O:47][C:33]1[C:32]([C:6]2[C:5]3[CH:17]=[CH:18][N:19]([S:20]([C:23]4[CH:24]=[CH:25][C:26]([CH3:29])=[CH:27][CH:28]=4)(=[O:21])=[O:22])[C:4]=3[C:3](=[O:30])[N:2]([CH3:1])[CH:7]=2)=[CH:46][C:36]2[N:37]([CH:40]3[CH2:45][CH2:44][CH2:43][CH2:42][O:41]3)[N:38]=[N:39][C:35]=2[CH:34]=1. (5) Given the reactants [Br:1][C:2]1[CH2:6][CH:5]([C:7]([O:9]CC)=O)[O:4][N:3]=1.[NH3:12], predict the reaction product. The product is: [Br:1][C:2]1[CH2:6][CH:5]([C:7]([NH2:12])=[O:9])[O:4][N:3]=1. (6) Given the reactants [C:1]([C:4]1[CH:5]=[C:6]([CH3:35])[C:7]2[N:11]=[C:10]([CH2:12][CH2:13][CH3:14])[N:9]([CH2:15][C:16]3[CH:33]=[CH:32][C:19]4/[C:20](=[CH:29]/[C:30]#[N:31])/[C:21]5[CH:28]=[CH:27][CH:26]=[CH:25][C:22]=5[CH2:23][CH2:24][C:18]=4[CH:17]=3)[C:8]=2[CH:34]=1)(O)=O.[OH2:36].[NH2:37][NH2:38], predict the reaction product. The product is: [CH3:35][C:6]1[C:7]2[N:11]=[C:10]([CH2:12][CH2:13][CH3:14])[N:9]([CH2:15][C:16]3[CH:33]=[CH:32][C:19]4/[C:20](=[CH:29]/[C:30]#[N:31])/[C:21]5[CH:28]=[CH:27][CH:26]=[CH:25][C:22]=5[CH2:23][CH2:24][C:18]=4[CH:17]=3)[C:8]=2[CH:34]=[C:4]([C:1]([NH:37][NH2:38])=[O:36])[CH:5]=1. (7) Given the reactants [C:1]1([C:7]2[CH:8]=[CH:9][C:10]3[N:11]([C:26]4[CH:41]=[CH:40][C:29]([O:30][CH2:31][CH2:32][CH2:33][CH2:34][CH2:35][CH2:36][CH2:37][CH2:38][OH:39])=[CH:28][CH:27]=4)[C:12]4[C:17]([C:18]=3[CH:19]=2)=[CH:16][C:15]([C:20]2[CH:25]=[CH:24][CH:23]=[CH:22][CH:21]=2)=[CH:14][CH:13]=4)[CH:6]=[CH:5][CH:4]=[CH:3][CH:2]=1.[C:42]1([CH3:52])[CH:47]=[CH:46][C:45]([S:48](Cl)(=[O:50])=[O:49])=[CH:44][CH:43]=1.O, predict the reaction product. The product is: [C:1]1([C:7]2[CH:8]=[CH:9][C:10]3[N:11]([C:26]4[CH:27]=[CH:28][C:29]([O:30][CH2:31][CH2:32][CH2:33][CH2:34][CH2:35][CH2:36][CH2:37][CH2:38][O:39][S:48]([C:45]5[CH:46]=[CH:47][C:42]([CH3:52])=[CH:43][CH:44]=5)(=[O:50])=[O:49])=[CH:40][CH:41]=4)[C:12]4[C:17]([C:18]=3[CH:19]=2)=[CH:16][C:15]([C:20]2[CH:25]=[CH:24][CH:23]=[CH:22][CH:21]=2)=[CH:14][CH:13]=4)[CH:2]=[CH:3][CH:4]=[CH:5][CH:6]=1.